Dataset: Full USPTO retrosynthesis dataset with 1.9M reactions from patents (1976-2016). Task: Predict the reactants needed to synthesize the given product. (1) Given the product [F:1][C:2]([F:10])([F:11])[C@H:3]1[CH2:4][CH2:5][C@H:6]([NH:9][C:18](=[O:19])[C:17]2[CH:21]=[C:22]([N+:26]([O-:28])=[O:27])[C:23]([NH2:25])=[N:24][C:16]=2[O:15][CH2:14][CH2:13][OH:12])[CH2:7][CH2:8]1, predict the reactants needed to synthesize it. The reactants are: [F:1][C:2]([F:11])([F:10])[C@H:3]1[CH2:8][CH2:7][C@H:6]([NH2:9])[CH2:5][CH2:4]1.[OH:12][CH2:13][CH2:14][O:15][C:16]1[N:24]=[C:23]([NH2:25])[C:22]([N+:26]([O-:28])=[O:27])=[CH:21][C:17]=1[C:18](O)=[O:19].CN(C(ON1N=NC2C=CC=CC1=2)=[N+](C)C)C.[B-](F)(F)(F)F. (2) Given the product [CH2:1]=[C:23]1[CH2:24][N:18]([C:17]2[N:13]([CH3:12])[N:14]=[CH:15][C:16]=2[N+:34]([O-:36])=[O:35])[CH2:19][CH2:20][C@H:21]([NH:26][C:27](=[O:33])[O:28][C:29]([CH3:32])([CH3:31])[CH3:30])[CH2:22]1, predict the reactants needed to synthesize it. The reactants are: [CH3:1]C(C)([O-])C.[K+].C1COCC1.[CH3:12][N:13]1[C:17]([N:18]2[CH2:24][C:23](=O)[CH2:22][C@@H:21]([NH:26][C:27](=[O:33])[O:28][C:29]([CH3:32])([CH3:31])[CH3:30])[CH2:20][CH2:19]2)=[C:16]([N+:34]([O-:36])=[O:35])[CH:15]=[N:14]1. (3) Given the product [F:1][C:2]1[CH:10]=[C:9]([C:11]2[CH:12]=[N:13][C:14]3[N:15]([C:17]([CH2:20][C:21]4[CH:22]=[C:23]5[C:28](=[CH:29][CH:30]=4)[N:27]=[CH:26][CH:25]=[CH:24]5)=[CH:18][N:19]=3)[N:16]=2)[CH:8]=[CH:7][C:3]=1[C:4]([NH:38][CH3:42])=[O:5], predict the reactants needed to synthesize it. The reactants are: [F:1][C:2]1[CH:10]=[C:9]([C:11]2[CH:12]=[N:13][C:14]3[N:15]([C:17]([CH2:20][C:21]4[CH:22]=[C:23]5[C:28](=[CH:29][CH:30]=4)[N:27]=[CH:26][CH:25]=[CH:24]5)=[CH:18][N:19]=3)[N:16]=2)[CH:8]=[CH:7][C:3]=1[C:4](O)=[O:5].F[P-](F)(F)(F)(F)F.[N:38]1(O[P+](N2CCCC2)(N2CCCC2)N2CCCC2)[C:42]2C=CC=CC=2N=N1.CN.C1COCC1.C(N(CC)CC)C. (4) Given the product [OH:12][C:8]1([C:7]2[C:2]([O:19][C@@H:17]([CH3:18])[C:16]([F:21])([F:20])[F:15])=[CH:3][C:4]([C:13]#[N:14])=[N:5][CH:6]=2)[CH2:11][CH2:10][CH2:9]1, predict the reactants needed to synthesize it. The reactants are: Cl[C:2]1[C:7]([C:8]2([OH:12])[CH2:11][CH2:10][CH2:9]2)=[CH:6][N:5]=[C:4]([C:13]#[N:14])[CH:3]=1.[F:15][C:16]([F:21])([F:20])[C@@H:17]([OH:19])[CH3:18]. (5) The reactants are: C[NH:2][C:3]([C:5]1[CH:10]=[C:9]([O:11][C:12]2[CH:17]=[CH:16][C:15]([NH2:18])=[CH:14][CH:13]=2)[CH:8]=[CH:7][N:6]=1)=O.NC1C=C[C:23]([OH:26])=CC=1.ClC1C=CN=C(C#N)C=1.CNC(C1C=C(Cl)C=CN=1)=O. Given the product [NH2:18][C:15]1[CH:16]=[CH:17][C:12]([O:11][C:9]2[CH:8]=[CH:7][N:6]=[C:5]([C:3]#[N:2])[CH:10]=2)=[C:13]([O:26][CH3:23])[CH:14]=1, predict the reactants needed to synthesize it. (6) Given the product [Cl:1][C:2]1[C:3]2[C:10]([C:27]3[CH:26]=[CH:25][C:14]([O:15][CH2:16][CH2:17][N:18]4[CH2:23][CH2:22][N:21]([CH3:24])[CH2:20][CH2:19]4)=[C:13]([Cl:12])[C:28]=3[CH3:29])=[CH:9][S:8][C:4]=2[N:5]=[CH:6][N:7]=1, predict the reactants needed to synthesize it. The reactants are: [Cl:1][C:2]1[C:3]2[C:10](I)=[CH:9][S:8][C:4]=2[N:5]=[CH:6][N:7]=1.[Cl:12][C:13]1[C:28]([CH3:29])=[C:27](B2OC(C)(C)C(C)(C)O2)[CH:26]=[CH:25][C:14]=1[O:15][CH2:16][CH2:17][N:18]1[CH2:23][CH2:22][N:21]([CH3:24])[CH2:20][CH2:19]1.[O-]P([O-])([O-])=O.[K+].[K+].[K+]. (7) Given the product [CH3:2][C:1]([CH3:4])([S@@:5]([NH:7][C@@H:8]([CH:9]1[CH2:14][CH2:13][N:12]([C:15]([O:17][C:18]([CH3:21])([CH3:20])[CH3:19])=[O:16])[CH2:11][CH2:10]1)[CH3:22])=[O:6])[CH3:3], predict the reactants needed to synthesize it. The reactants are: [C:1]([S@@:5](/[N:7]=[CH:8]/[CH:9]1[CH2:14][CH2:13][N:12]([C:15]([O:17][C:18]([CH3:21])([CH3:20])[CH3:19])=[O:16])[CH2:11][CH2:10]1)=[O:6])([CH3:4])([CH3:3])[CH3:2].[CH3:22][Mg+].[Br-].